From a dataset of Reaction yield outcomes from USPTO patents with 853,638 reactions. Predict the reaction yield, written as a fraction of the theoretical maximum amount of product (1.0 means a 100% yield; for example, 0.34 means a 34% yield). The reactants are Cl[C:2]1[CH:7]=[C:6]([Cl:8])[N:5]=[CH:4][N:3]=1.C([O-])([O-])=O.[Cs+].[Cs+].[O:15]1[CH2:20][CH2:19][CH:18]([NH2:21])[CH2:17][CH2:16]1. The catalyst is CN(C)C=O.C(OCC)(=O)C. The product is [Cl:8][C:6]1[N:5]=[CH:4][N:3]=[C:2]([NH:21][CH:18]2[CH2:19][CH2:20][O:15][CH2:16][CH2:17]2)[CH:7]=1. The yield is 0.652.